The task is: Predict the reactants needed to synthesize the given product.. This data is from Full USPTO retrosynthesis dataset with 1.9M reactions from patents (1976-2016). (1) Given the product [Br:33][C:6]1[C:5]2[C:14](=[CH:1][CH:2]=[CH:3][CH:4]=2)[C:13]([C:15]2[CH:32]=[CH:31][C:30]3[C:29]4[C:24](=[CH:25][CH:26]=[CH:27][CH:28]=4)[C:23]4[C:18](=[CH:19][CH:20]=[CH:21][CH:22]=4)[C:17]=3[CH:16]=2)=[C:12]2[C:7]=1[CH:8]=[CH:9][CH:10]=[CH:11]2, predict the reactants needed to synthesize it. The reactants are: [CH:1]1[C:14]2[C:5](=[CH:6][C:7]3[C:12]([C:13]=2[C:15]2[CH:32]=[CH:31][C:30]4[C:29]5[C:24](=[CH:25][CH:26]=[CH:27][CH:28]=5)[C:23]5[C:18](=[CH:19][CH:20]=[CH:21][CH:22]=5)[C:17]=4[CH:16]=2)=[CH:11][CH:10]=[CH:9][CH:8]=3)[CH:4]=[CH:3][CH:2]=1.[Br:33]N1C(=O)CCC1=O.S([O-])([O-])(=O)=S.[Na+].[Na+]. (2) Given the product [C:22]([OH:25])(=[O:24])[CH3:23].[F:14][C:11]([CH3:13])([CH3:12])[CH2:10][CH2:9][NH2:8], predict the reactants needed to synthesize it. The reactants are: C([N:8](CC1C=CC=CC=1)[CH2:9][CH2:10][C:11]([F:14])([CH3:13])[CH3:12])C1C=CC=CC=1.[C:22]([OH:25])(=[O:24])[CH3:23]. (3) Given the product [NH2:1][C:2]1[N:7]=[C:6]([CH2:8][S:14][C:15]2[N:23]=[CH:22][CH:21]=[CH:20][C:16]=2[C:17]([OH:19])=[O:18])[CH:5]=[CH:4][N:3]=1, predict the reactants needed to synthesize it. The reactants are: [NH2:1][C:2]1[N:7]=[C:6]([CH2:8]OS(C)(=O)=O)[CH:5]=[CH:4][N:3]=1.[SH:14][C:15]1[N:23]=[CH:22][CH:21]=[CH:20][C:16]=1[C:17]([OH:19])=[O:18].C(N(CC)CC)C.